Dataset: Full USPTO retrosynthesis dataset with 1.9M reactions from patents (1976-2016). Task: Predict the reactants needed to synthesize the given product. Given the product [OH:14][CH2:13][C@@H:4]1[C@@H:5]([CH2:8][OH:9])[CH2:6][CH2:7][C@H:2]([OH:1])[C@H:3]1[C:18]1[CH:23]=[CH:22][CH:21]=[CH:20][C:19]=1[CH3:24], predict the reactants needed to synthesize it. The reactants are: [OH:1][C@H:2]1[CH2:7][CH2:6][C@H:5]([C:8](OCC)=[O:9])[C@@H:4]([C:13](OCC)=[O:14])[C@@H:3]1[C:18]1[CH:23]=[CH:22][CH:21]=[CH:20][C:19]=1[CH3:24].[Li+].[BH4-].